This data is from Catalyst prediction with 721,799 reactions and 888 catalyst types from USPTO. The task is: Predict which catalyst facilitates the given reaction. (1) Reactant: C([S@@]([NH:7][C@@H:8]1[C:16]2[C:11](=[CH:12][CH:13]=[CH:14][C:15]=2[CH3:17])[CH2:10][C@H:9]1[C:18]([O:20][C:21]([CH3:24])([CH3:23])[CH3:22])=[O:19])=O)(C)(C)C.Cl.C(OCC)(=O)C. Product: [NH2:7][C@@H:8]1[C:16]2[C:11](=[CH:12][CH:13]=[CH:14][C:15]=2[CH3:17])[CH2:10][C@H:9]1[C:18]([O:20][C:21]([CH3:24])([CH3:23])[CH3:22])=[O:19]. The catalyst class is: 13. (2) Reactant: Cl.[Cl:2][C:3]1[CH:8]=[CH:7][C:6]([C:9]2[S:10][C:11]([CH:14]([CH2:21][C:22]3[N:23]=[C:24]([CH2:27][CH2:28][CH2:29][C:30]4[CH:39]=[CH:38][C:37]5[CH2:36][CH2:35][CH2:34][NH:33][C:32]=5[N:31]=4)[S:25][CH:26]=3)[CH2:15][C:16]([O:18]CC)=[O:17])=[CH:12][N:13]=2)=[CH:5][CH:4]=1.[Li+].[OH-].Cl. Product: [ClH:2].[Cl:2][C:3]1[CH:8]=[CH:7][C:6]([C:9]2[S:10][C:11]([CH:14]([CH2:21][C:22]3[N:23]=[C:24]([CH2:27][CH2:28][CH2:29][C:30]4[CH:39]=[CH:38][C:37]5[CH2:36][CH2:35][CH2:34][NH:33][C:32]=5[N:31]=4)[S:25][CH:26]=3)[CH2:15][C:16]([OH:18])=[O:17])=[CH:12][N:13]=2)=[CH:5][CH:4]=1. The catalyst class is: 1. (3) Reactant: [OH:1][N:2]1[C:6](=[O:7])[CH2:5][CH2:4][C:3]1=[O:8].[C:9]([O:13][C:14]([NH:16][C@@H:17]([CH2:21][CH3:22])[C:18](O)=[O:19])=[O:15])([CH3:12])([CH3:11])[CH3:10].C1CCC(N=C=NC2CCCCC2)CC1. Product: [C:9]([O:13][C:14]([NH:16][C@@H:17]([CH2:21][CH3:22])[C:18]([O:1][N:2]1[C:6](=[O:7])[CH2:5][CH2:4][C:3]1=[O:8])=[O:19])=[O:15])([CH3:12])([CH3:11])[CH3:10]. The catalyst class is: 1. (4) Reactant: [Cl:1][C:2]1[CH:27]=[CH:26][C:5]([CH2:6][O:7][C:8]2[CH:13]=[CH:12][C:11]([CH:14]([C:16]3[C:24]4[C:19](=[N:20][CH:21]=[CH:22][CH:23]=4)[NH:18][CH:17]=3)[OH:15])=[CH:10][C:9]=2[F:25])=[CH:4][CH:3]=1.CC(OI1(OC(C)=O)(OC(C)=O)OC(=O)C2C=CC=CC1=2)=O. Product: [Cl:1][C:2]1[CH:3]=[CH:4][C:5]([CH2:6][O:7][C:8]2[CH:13]=[CH:12][C:11]([C:14]([C:16]3[C:24]4[C:19](=[N:20][CH:21]=[CH:22][CH:23]=4)[NH:18][CH:17]=3)=[O:15])=[CH:10][C:9]=2[F:25])=[CH:26][CH:27]=1. The catalyst class is: 7. (5) Reactant: [Si:1]([O:18][CH2:19][CH2:20][CH2:21][C:22](=[O:44])[CH2:23][CH2:24][CH2:25][O:26][Si:27]([C:40]([CH3:43])([CH3:42])[CH3:41])([C:34]1[CH:39]=[CH:38][CH:37]=[CH:36][CH:35]=1)[C:28]1[CH:33]=[CH:32][CH:31]=[CH:30][CH:29]=1)([C:14]([CH3:17])([CH3:16])[CH3:15])([C:8]1[CH:13]=[CH:12][CH:11]=[CH:10][CH:9]=1)[C:2]1[CH:7]=[CH:6][CH:5]=[CH:4][CH:3]=1.C[Si](C)(C)[O:47][C:48]([CH3:50])=[CH2:49]. Product: [Si:1]([O:18][CH2:19][CH2:20][CH2:21][C:22]([CH2:23][CH2:24][CH2:25][O:26][Si:27]([C:40]([CH3:43])([CH3:42])[CH3:41])([C:34]1[CH:35]=[CH:36][CH:37]=[CH:38][CH:39]=1)[C:28]1[CH:29]=[CH:30][CH:31]=[CH:32][CH:33]=1)([OH:44])[CH2:49][C:48](=[O:47])[CH3:50])([C:14]([CH3:15])([CH3:16])[CH3:17])([C:8]1[CH:13]=[CH:12][CH:11]=[CH:10][CH:9]=1)[C:2]1[CH:3]=[CH:4][CH:5]=[CH:6][CH:7]=1. The catalyst class is: 388. (6) Reactant: F[C:2]1[CH:7]=[CH:6][CH:5]=[CH:4][C:3]=1[N+:8]([O-:10])=[O:9].[C:11]([NH2:15])([CH3:14])([CH3:13])[CH3:12].[Cl-].[Na+]. Product: [C:11]([NH:15][C:2]1[CH:7]=[CH:6][CH:5]=[CH:4][C:3]=1[N+:8]([O-:10])=[O:9])([CH3:14])([CH3:13])[CH3:12]. The catalyst class is: 9. (7) Reactant: [F:1][C:2]([F:25])([F:24])[C:3]1[CH:4]=[C:5]([CH:17]=[C:18]([C:20]([F:23])([F:22])[F:21])[CH:19]=1)[C:6]([N:8]1[CH2:13][CH2:12][CH2:11][CH:10]([C:14](O)=[O:15])[CH2:9]1)=[O:7].Cl[C:27]1[CH:28]=[C:29]([CH:32]=[CH:33][C:34]=1[NH2:35])[O:30][CH3:31].O.ON1C2C=CC=CC=2N=N1.[ClH:47].CN(C)CCCN=C=NCC.C(N(CC)C(C)C)(C)C. Product: [F:24][C:2]([F:1])([F:25])[C:3]1[CH:4]=[C:5]([CH:17]=[C:18]([C:20]([F:21])([F:23])[F:22])[CH:19]=1)[C:6]([N:8]1[CH2:13][CH2:12][CH2:11][CH:10]([C:14]([NH:35][C:34]2[CH:33]=[CH:32][C:29]([O:30][CH3:31])=[C:28]([Cl:47])[CH:27]=2)=[O:15])[CH2:9]1)=[O:7]. The catalyst class is: 56.